Dataset: Catalyst prediction with 721,799 reactions and 888 catalyst types from USPTO. Task: Predict which catalyst facilitates the given reaction. (1) Reactant: C1(P(C2C=CC=CC=2)C2C=CC=CC=2)C=CC=CC=1.N1C=CN=C1.[I:25]I.[Cl:27][C:28]1[CH:29]=[C:30]([CH:34]([CH2:37][CH2:38][C:39]([F:42])([F:41])[F:40])[CH2:35]O)[CH:31]=[CH:32][CH:33]=1. Product: [Cl:27][C:28]1[CH:33]=[CH:32][CH:31]=[C:30]([CH:34]([CH2:35][I:25])[CH2:37][CH2:38][C:39]([F:42])([F:41])[F:40])[CH:29]=1. The catalyst class is: 4. (2) Reactant: [OH:1][C:2]1[CH:25]=[CH:24][C:5]2[C:6]([CH2:9][CH2:10][CH:11]3[CH2:16][CH2:15][N:14]([C:17]([O:19][C:20]([CH3:23])([CH3:22])[CH3:21])=[O:18])[CH2:13][CH2:12]3)=[N:7][O:8][C:4]=2[C:3]=1[CH2:26][OH:27].C(=O)([O-])[O-].[K+].[K+].[CH2:34](Br)[C:35]1[CH:40]=[CH:39][CH:38]=[CH:37][CH:36]=1.[Cl-].[Na+]. Product: [CH2:34]([O:1][C:2]1[CH:25]=[CH:24][C:5]2[C:6]([CH2:9][CH2:10][CH:11]3[CH2:16][CH2:15][N:14]([C:17]([O:19][C:20]([CH3:23])([CH3:22])[CH3:21])=[O:18])[CH2:13][CH2:12]3)=[N:7][O:8][C:4]=2[C:3]=1[CH2:26][OH:27])[C:35]1[CH:40]=[CH:39][CH:38]=[CH:37][CH:36]=1. The catalyst class is: 95. (3) Reactant: [C:1]([C:3]1[CH:9]=[C:8]([C:10]#[N:11])[CH:7]=[CH:6][C:4]=1[NH2:5])#[N:2].N(OS(=O)(=O)O)=O.P(=O)(O)(O)O.S(=O)(=O)(O)O.[C:29]1([OH:35])[CH:34]=[CH:33][CH:32]=[CH:31][CH:30]=1.[NH2:36]C(N)=O.[OH-].[Na+]. Product: [OH:35][C:29]1[CH:34]=[CH:33][C:32]([N:36]=[N:5][C:4]2[CH:6]=[CH:7][C:8]([C:10]#[N:11])=[CH:9][C:3]=2[C:1]#[N:2])=[CH:31][CH:30]=1. The catalyst class is: 211. (4) Product: [CH3:24][C:25]1[N:26]=[C:27]([CH2:31][C:2]2[CH:3]=[CH:4][C:5]([OH:6])=[CH:12][CH:13]=2)[CH:28]=[CH:29][CH:30]=1. Reactant: Br[C:2]1[CH:13]=[CH:12][C:5]([O:6][SiH2]C(C)(C)C)=[CH:4][CH:3]=1.CCCCC.[Li]C(C)(C)C.[CH3:24][C:25]1[CH:30]=[CH:29][CH:28]=[C:27]([CH:31]=O)[N:26]=1.C([SiH](CC)CC)C.C(O)(C(F)(F)F)=O. The catalyst class is: 76.